From a dataset of CYP2D6 inhibition data for predicting drug metabolism from PubChem BioAssay. Regression/Classification. Given a drug SMILES string, predict its absorption, distribution, metabolism, or excretion properties. Task type varies by dataset: regression for continuous measurements (e.g., permeability, clearance, half-life) or binary classification for categorical outcomes (e.g., BBB penetration, CYP inhibition). Dataset: cyp2d6_veith. (1) The compound is COc1ccc(Cc2nnc(NC(=O)CSc3ccc(C)cc3)s2)cc1OC. The result is 0 (non-inhibitor). (2) The compound is CCNC(=S)NNC(=O)c1cc(CC(C)C)nc2ccccc12. The result is 0 (non-inhibitor).